Dataset: Forward reaction prediction with 1.9M reactions from USPTO patents (1976-2016). Task: Predict the product of the given reaction. (1) Given the reactants [CH3:1][O:2][C:3]1[C:4]([CH3:34])=[C:5]([C:25]([O:32][CH3:33])=[C:26]([O:30][CH3:31])[C:27]=1[O:28][CH3:29])[CH2:6][C:7]1[CH:16]=[CH:15][C:10]([C:11]([O:13][CH3:14])=[O:12])=[C:9](OS(C(F)(F)F)(=O)=O)[CH:8]=1.C(=O)([O-])[O-].[Na+].[Na+].[Cl-].[Li+].B1([C:49]2[CH:54]=[CH:53][CH:52]=[N:51][CH:50]=2)OCCCO1, predict the reaction product. The product is: [CH3:1][O:2][C:3]1[C:4]([CH3:34])=[C:5]([C:25]([O:32][CH3:33])=[C:26]([O:30][CH3:31])[C:27]=1[O:28][CH3:29])[CH2:6][C:7]1[CH:16]=[CH:15][C:10]([C:11]([O:13][CH3:14])=[O:12])=[C:9]([C:49]2[CH:50]=[N:51][CH:52]=[CH:53][CH:54]=2)[CH:8]=1. (2) Given the reactants O.O[N:3]1C2C=CC=CC=2N=N1.C(N(C(C)C)CC)(C)C.[S:21]1[C:25]2[CH:26]=[CH:27][CH:28]=[CH:29][C:24]=2[N:23]=[C:22]1[C:30]1C=[CH:37][CH:36]=[CH:35][C:31]=1[C:32]([OH:34])=O.[NH2:39][CH:40]([CH2:46][C:47]1[CH:52]=[CH:51][CH:50]=[CH:49][CH:48]=1)[CH:41]([OH:45])[C:42]([NH2:44])=[O:43], predict the reaction product. The product is: [NH2:44][C:42](=[O:43])[CH:41]([OH:45])[CH:40]([NH:39][C:32]([C:31]1[C:30]([C:22]2[S:21][C:25]3[CH:26]=[CH:27][CH:28]=[CH:29][C:24]=3[N:23]=2)=[N:3][CH:37]=[CH:36][CH:35]=1)=[O:34])[CH2:46][C:47]1[CH:52]=[CH:51][CH:50]=[CH:49][CH:48]=1. (3) Given the reactants C[N:2](CC(C1(O)CCCCC1)C1C=CC(O)=CC=1)C.[CH3:20][O:21][C:22]1[CH:27]=[CH:26][C:25]([CH2:28][C:29]#N)=[CH:24][CH:23]=1.[C:31]1(=[O:37])[CH2:36][CH2:35][CH2:34][CH2:33][CH2:32]1.[OH-].[Na+], predict the reaction product. The product is: [C:32]([C:31]1([OH:37])[CH2:36][CH2:35][CH2:34][CH2:33][CH:29]1[CH2:28][C:25]1[CH:24]=[CH:23][C:22]([O:21][CH3:20])=[CH:27][CH:26]=1)#[N:2]. (4) Given the reactants C(OC[N:9]1[C:18](=[O:19])[C:17]2[C:12](=[CH:13][C:14]([O:24][CH3:25])=[CH:15][C:16]=2[O:20][CH2:21][CH2:22][Cl:23])[N:11]=[CH:10]1)(=O)C(C)(C)C.N, predict the reaction product. The product is: [Cl:23][CH2:22][CH2:21][O:20][C:16]1[CH:15]=[C:14]([O:24][CH3:25])[CH:13]=[C:12]2[C:17]=1[C:18](=[O:19])[NH:9][CH:10]=[N:11]2. (5) Given the reactants [F:1][C:2]1[CH:14]=[CH:13][C:5]([C:6](=[O:12])[NH:7][CH2:8][C:9]([OH:11])=O)=[CH:4][CH:3]=1.[Cl:15][C:16]1[CH:21]=[CH:20][C:19]([N+:22]([O-:24])=[O:23])=[CH:18][C:17]=1[CH:25]([NH2:32])[C:26]1[CH:31]=[CH:30][CH:29]=[CH:28][CH:27]=1, predict the reaction product. The product is: [Cl:15][C:16]1[CH:21]=[CH:20][C:19]([N+:22]([O-:24])=[O:23])=[CH:18][C:17]=1[CH:25]([NH:32][C:9]([CH2:8][NH:7][C:6](=[O:12])[C:5]1[CH:4]=[CH:3][C:2]([F:1])=[CH:14][CH:13]=1)=[O:11])[C:26]1[CH:31]=[CH:30][CH:29]=[CH:28][CH:27]=1. (6) Given the reactants [O-:1][N+:2]1[C:7]2[CH:8]=[CH:9][CH:10]=[CH:11][C:6]=2[N:5]=[C:4]([NH:12][C:13]2[CH:18]=[CH:17][C:16]([CH2:19][C:20](O)=[O:21])=[CH:15][CH:14]=2)[N:3]=1.C1N=CN(C(N2C=NC=C2)=O)C=1.[CH3:35][O:36][CH2:37][CH2:38][NH2:39], predict the reaction product. The product is: [O-:1][N+:2]1[C:7]2[CH:8]=[CH:9][CH:10]=[CH:11][C:6]=2[N:5]=[C:4]([NH:12][C:13]2[CH:14]=[CH:15][C:16]([CH2:19][C:20]([NH:39][CH2:38][CH2:37][O:36][CH3:35])=[O:21])=[CH:17][CH:18]=2)[N:3]=1.